Dataset: Catalyst prediction with 721,799 reactions and 888 catalyst types from USPTO. Task: Predict which catalyst facilitates the given reaction. (1) Reactant: [F:1][C:2]([F:12])([F:11])[CH2:3][CH2:4][S:5][CH2:6][CH2:7][C:8]([OH:10])=O.[CH:13]1N=C[N:15](C(N2C=NC=C2)=O)[CH:14]=1.Cl.N1C=CN=C1.[Cl:31][C:32]1(NCC)[CH:36]=[CH:35][N:34]([C:37]2[CH:38]=[N:39][CH:40]=[CH:41][CH:42]=2)[NH:33]1. Product: [Cl:31][C:32]1[C:36]([N:15]([CH2:14][CH3:13])[C:8](=[O:10])[CH2:7][CH2:6][S:5][CH2:4][CH2:3][C:2]([F:1])([F:12])[F:11])=[CH:35][N:34]([C:37]2[CH:38]=[N:39][CH:40]=[CH:41][CH:42]=2)[N:33]=1. The catalyst class is: 10. (2) Reactant: C(OC([N:8]1[C:17]2[C:12](=[CH:13][C:14]([C:18]3[CH:19]=[N:20][CH:21]=[C:22]([C:24](=[O:26])[CH3:25])[CH:23]=3)=[CH:15][N:16]=2)[CH2:11][CH2:10][CH2:9]1)=O)(C)(C)C. Product: [N:16]1[C:17]2[NH:8][CH2:9][CH2:10][CH2:11][C:12]=2[CH:13]=[C:14]([C:18]2[CH:23]=[C:22]([C:24](=[O:26])[CH3:25])[CH:21]=[N:20][CH:19]=2)[CH:15]=1. The catalyst class is: 137. (3) Reactant: [CH3:1][O:2][C:3]1[CH:45]=[CH:44][C:6]([CH2:7][N:8]([CH2:35][C:36]2[CH:41]=[CH:40][C:39]([O:42][CH3:43])=[CH:38][CH:37]=2)[C:9]2[N:14]=[C:13]([CH3:15])[N:12]=[C:11]([C:16]3[CH:17]=[C:18]([C:32](=[O:34])[CH3:33])[CH:19]=[N:20][C:21]=3[NH:22][C:23]3[CH:24]=[N:25][C:26]([O:30][CH3:31])=[C:27]([F:29])[CH:28]=3)[N:10]=2)=[CH:5][CH:4]=1.[BH4-].[Na+]. Product: [CH3:43][O:42][C:39]1[CH:38]=[CH:37][C:36]([CH2:35][N:8]([CH2:7][C:6]2[CH:5]=[CH:4][C:3]([O:2][CH3:1])=[CH:45][CH:44]=2)[C:9]2[N:14]=[C:13]([CH3:15])[N:12]=[C:11]([C:16]3[CH:17]=[C:18]([CH:32]([OH:34])[CH3:33])[CH:19]=[N:20][C:21]=3[NH:22][C:23]3[CH:24]=[N:25][C:26]([O:30][CH3:31])=[C:27]([F:29])[CH:28]=3)[N:10]=2)=[CH:41][CH:40]=1. The catalyst class is: 1.